Dataset: Catalyst prediction with 721,799 reactions and 888 catalyst types from USPTO. Task: Predict which catalyst facilitates the given reaction. (1) Reactant: C([Mg]Cl)(C)(C)C.[C:7]([C@@:9]1([OH:25])[C@H:13]([OH:14])[C@@H:12]([CH2:15][OH:16])[O:11][C@H:10]1[N:17]1[CH:22]=[CH:21][C:20](=[O:23])[NH:19][C:18]1=[O:24])#[CH:8].F[C:27]1[C:51](F)=[C:50](F)[C:49](F)=[C:48](F)[C:28]=1[O:29][P:30]([NH:39][C@@H:40]([CH3:47])[C:41]([O:43][CH:44]([CH3:46])[CH3:45])=[O:42])(OC1C=CC=CC=1)=[O:31].C(O)(=O)C. Product: [O:24]=[C:18]1[NH:19][C:20](=[O:23])[CH:21]=[CH:22][N:17]1[C@@H:10]1[O:11][C@H:12]([CH2:15][O:16][P:30]([NH:39][C@@H:40]([CH3:47])[C:41]([O:43][CH:44]([CH3:46])[CH3:45])=[O:42])([O:29][C:28]2[CH:48]=[CH:49][CH:50]=[CH:51][CH:27]=2)=[O:31])[C@@H:13]([OH:14])[C@@:9]1([C:7]#[CH:8])[OH:25]. The catalyst class is: 36. (2) Product: [CH3:4][O:3][CH2:2][O:5][C:6]1[CH:7]=[C:8]([CH:14]=[CH:15][C:16]=1[N+:17]([O-:19])=[O:18])[C:9]([O:11][CH2:12][CH3:13])=[O:10]. The catalyst class is: 84. Reactant: Cl[CH2:2][O:3][CH3:4].[OH:5][C:6]1[CH:7]=[C:8]([CH:14]=[CH:15][C:16]=1[N+:17]([O-:19])=[O:18])[C:9]([O:11][CH2:12][CH3:13])=[O:10].C(=O)([O-])[O-].[K+].[K+].CN(C=O)C. (3) Reactant: [Li+].[OH-].C[O:4][C:5](=[O:49])[CH2:6][C:7]1[C:44]([C:45]([F:48])([F:47])[F:46])=[CH:43][CH:42]=[CH:41][C:8]=1[CH2:9][CH2:10][C:11]1[C:16]([C:17]([F:20])([F:19])[F:18])=[CH:15][N:14]=[C:13]([NH:21][C:22]2[CH:27]=[CH:26][C:25]([CH:28]3[CH2:33][CH2:32][N:31]([C:34]([O:36][C:37]([CH3:40])([CH3:39])[CH3:38])=[O:35])[CH2:30][CH2:29]3)=[CH:24][CH:23]=2)[N:12]=1. Product: [C:37]([O:36][C:34]([N:31]1[CH2:30][CH2:29][CH:28]([C:25]2[CH:24]=[CH:23][C:22]([NH:21][C:13]3[N:12]=[C:11]([CH2:10][CH2:9][C:8]4[CH:41]=[CH:42][CH:43]=[C:44]([C:45]([F:46])([F:48])[F:47])[C:7]=4[CH2:6][C:5]([OH:49])=[O:4])[C:16]([C:17]([F:18])([F:20])[F:19])=[CH:15][N:14]=3)=[CH:27][CH:26]=2)[CH2:33][CH2:32]1)=[O:35])([CH3:40])([CH3:38])[CH3:39]. The catalyst class is: 87.